This data is from Full USPTO retrosynthesis dataset with 1.9M reactions from patents (1976-2016). The task is: Predict the reactants needed to synthesize the given product. Given the product [OH:36][C:37]1[CH:42]=[CH:41][C:40]([C:43]([F:44])([F:45])[F:46])=[CH:39][C:38]=1[C:47]1[CH2:52][CH2:51][CH2:50][CH2:49][C:48]=1[C:53]1[CH:54]=[C:55]([C:59]([O:61][CH2:62][CH3:63])=[O:60])[CH:56]=[N:57][CH:58]=1, predict the reactants needed to synthesize it. The reactants are: OC1C=CC(C(F)(F)F)=CC=1C1CCCCC=1C1N=C(C(OCC)=O)C=CC=1.C1(C[O:36][C:37]2[CH:42]=[CH:41][C:40]([C:43]([F:46])([F:45])[F:44])=[CH:39][C:38]=2[C:47]2[CH2:52][CH2:51][CH2:50][CH2:49][C:48]=2[C:53]2[CH:54]=[C:55]([C:59]([O:61][CH2:62][CH3:63])=[O:60])[CH:56]=[N:57][CH:58]=2)C=CC=CC=1.